This data is from Full USPTO retrosynthesis dataset with 1.9M reactions from patents (1976-2016). The task is: Predict the reactants needed to synthesize the given product. Given the product [CH3:1][O:2][C:3]1[CH:4]=[CH:5][N:6]=[C:7]([CH2:11][S+:12]([O-:26])[C:13]2[NH:14][C:15]3[CH:16]=[CH:17][C:18]([O:22][CH:23]([F:24])[F:25])=[CH:19][C:20]=3[N:21]=2)[C:8]=1[O:9][CH3:10], predict the reactants needed to synthesize it. The reactants are: [CH3:1][O:2][C:3]1[CH:4]=[CH:5][N:6]=[C:7]([CH2:11][S+:12]([O-:26])[C:13]2[N-:14][C:15]3[CH:16]=[CH:17][C:18]([O:22][CH:23]([F:25])[F:24])=[CH:19][C:20]=3[N:21]=2)[C:8]=1[O:9][CH3:10].[Na+].ClCCl.C(O)(=O)C.